The task is: Predict the reaction yield, written as a fraction of the theoretical maximum amount of product (1.0 means a 100% yield; for example, 0.34 means a 34% yield).. This data is from Reaction yield outcomes from USPTO patents with 853,638 reactions. (1) The reactants are C(OC(=O)[NH:10][CH2:11][CH2:12][CH2:13][CH2:14][C:15]1[CH:20]=[CH:19][C:18]([NH:21][CH2:22][C@@H:23]([OH:26])[CH2:24][OH:25])=[CH:17][CH:16]=1)C1C=CC=CC=1. The catalyst is CO.[Pd]. The product is [OH:26][C@@H:23]([CH2:24][OH:25])[CH2:22][NH:21][C:18]1[CH:19]=[CH:20][C:15]([CH2:14][CH2:13][CH2:12][CH2:11][NH2:10])=[CH:16][CH:17]=1. The yield is 0.900. (2) The reactants are [CH3:1][N:2]([CH3:6])[CH2:3][CH2:4][OH:5].C(N(CC)CC)C.CS(Cl)(=O)=O.O[C:20]1[CH:21]=[C:22]([CH:25]=[CH:26][C:27]=1[O:28][CH3:29])[CH:23]=[O:24].C(=O)([O-])[O-].[K+].[K+]. The catalyst is C(Cl)Cl.CCOC(C)=O. The product is [CH3:1][N:2]([CH3:6])[CH2:3][CH2:4][O:5][C:20]1[CH:21]=[C:22]([CH:25]=[CH:26][C:27]=1[O:28][CH3:29])[CH:23]=[O:24]. The yield is 0.310. (3) The reactants are [C:1]([CH2:4][C:5]1[C:6]([F:15])=[C:7]([F:14])[CH:8]=[CH:9][C:10]=1[N+:11]([O-:13])=[O:12])(=[O:3])[CH3:2].O.[O-2].[O-2].[O-2].O=[Si]=O.O=[Si]=O.O=[Si]=O.O=[Si]=O.[Al+3].[Al+3].[CH:34](OC)(OC)[O:35]C.[CH2:41](Cl)Cl. No catalyst specified. The product is [F:14][C:7]1[CH:8]=[CH:9][C:10]([N+:11]([O-:13])=[O:12])=[C:5]([CH2:4][C:1]([O:35][CH3:34])([O:3][CH3:41])[CH3:2])[C:6]=1[F:15]. The yield is 0.880. (4) The reactants are Cl[C:2]1[N:10]=[C:9](Cl)[CH:8]=[CH:7][C:3]=1[C:4]([NH2:6])=[O:5].[N:12]1([C:18]2[CH:24]=[CH:23][C:21]([NH2:22])=[CH:20][CH:19]=2)[CH2:17][CH2:16][CH2:15][CH2:14][CH2:13]1.C(O[C:30](=[O:37])[NH:31][C@@H:32]1[CH2:36][CH2:35][NH:34][CH2:33]1)(C)(C)C.[C:38](O)(=O)[CH:39]=C. No catalyst specified. The product is [C:30]([NH:31][C@H:32]1[CH2:36][CH2:35][N:34]([C:9]2[CH:8]=[CH:7][C:3]([C:4]([NH2:6])=[O:5])=[C:2]([NH:22][C:21]3[CH:23]=[CH:24][C:18]([N:12]4[CH2:17][CH2:16][CH2:15][CH2:14][CH2:13]4)=[CH:19][CH:20]=3)[N:10]=2)[CH2:33]1)(=[O:37])[CH:38]=[CH2:39]. The yield is 0.460. (5) The reactants are C1(C(=[N:14][CH:15]([C@H:21]([CH3:29])[CH2:22][CH:23]([CH3:28])[CH2:24][CH2:25][CH:26]=[CH2:27])[C:16]([O:18][CH2:19][CH3:20])=[O:17])C2C=CC=CC=2)C=CC=CC=1.[ClH:30]. The catalyst is C(OCC)C. The product is [ClH:30].[NH2:14][CH:15]([C@H:21]([CH3:29])[CH2:22][CH:23]([CH3:28])[CH2:24][CH2:25][CH:26]=[CH2:27])[C:16]([O:18][CH2:19][CH3:20])=[O:17]. The yield is 0.300.